From a dataset of Catalyst prediction with 721,799 reactions and 888 catalyst types from USPTO. Predict which catalyst facilitates the given reaction. (1) Reactant: [Cl-].COC[P+]([C:18]1[CH:23]=[CH:22][CH:21]=[CH:20][CH:19]=1)([C:18]1[CH:23]=[CH:22][CH:21]=[CH:20][CH:19]=1)[C:18]1[CH:23]=[CH:22][CH:21]=[CH:20][CH:19]=1.CC(C)([O-])C.[K+].[CH2:30]([O:32][C:33]1[CH:52]=[CH:51][C:36]2[C@@H:37]3[CH2:43][CH2:42][C@@H:41](C4CCC(=O)CC4)[CH2:40][C@H:38]3[O:39][C:35]=2[C:34]=1[F:53])[CH3:31].Cl.C1[CH2:59][O:58][CH2:57]C1. Product: [CH2:30]([O:32][C:33]1[CH:52]=[CH:51][C:36]2[C@@H:37]3[CH2:43][CH2:42][C@@H:41]([CH:21]4[CH2:20][CH2:19][C:18](=[CH:57][O:58][CH3:59])[CH2:23][CH2:22]4)[CH2:40][C@H:38]3[O:39][C:35]=2[C:34]=1[F:53])[CH3:31]. The catalyst class is: 6. (2) Reactant: [OH:1][C:2]1[CH:3]=[C:4]([CH:12]=[C:13]([NH:15][C:16]2[NH:17][CH2:18][CH:19]([OH:22])[CH2:20][N:21]=2)[CH:14]=1)[C:5]([NH:7][CH2:8][C:9]([OH:11])=O)=[O:6].Cl.[CH2:24]([O:26][C:27](=[O:46])[CH2:28][C@H:29]([NH2:45])[C:30]1[CH:35]=[C:34]([C:36]2([C:42]#[N:43])[CH2:41][CH2:40][O:39][CH2:38][CH2:37]2)[CH:33]=[C:32]([Cl:44])[CH:31]=1)[CH3:25].O.ON1C2C=CC=CC=2N=N1.C(N=C=NC(C)C)(C)C. Product: [Cl:44][C:32]1[CH:31]=[C:30]([C@@H:29]([NH:45][C:9](=[O:11])[CH2:8][NH:7][C:5](=[O:6])[C:4]2[CH:12]=[C:13]([NH:15][C:16]3[NH:17][CH2:18][CH:19]([OH:22])[CH2:20][N:21]=3)[CH:14]=[C:2]([OH:1])[CH:3]=2)[CH2:28][C:27]([O:26][CH2:24][CH3:25])=[O:46])[CH:35]=[C:34]([C:36]2([C:42]#[N:43])[CH2:41][CH2:40][O:39][CH2:38][CH2:37]2)[CH:33]=1. The catalyst class is: 85.